Task: Predict the reactants needed to synthesize the given product.. Dataset: Full USPTO retrosynthesis dataset with 1.9M reactions from patents (1976-2016) (1) The reactants are: Cl[C:2]1[C:7]([CH:8]=[O:9])=[C:6]([NH:10][C:11]2[C:16]([F:17])=[CH:15][CH:14]=[CH:13][C:12]=2[F:18])[N:5]=[C:4]([S:19][CH3:20])[N:3]=1.[F:21][C:22]1[CH:27]=[CH:26][C:25](B(O)O)=[C:24]([CH3:31])[CH:23]=1. Given the product [F:18][C:12]1[CH:13]=[CH:14][CH:15]=[C:16]([F:17])[C:11]=1[NH:10][C:6]1[C:7]([CH:8]=[O:9])=[C:2]([C:25]2[CH:26]=[CH:27][C:22]([F:21])=[CH:23][C:24]=2[CH3:31])[N:3]=[C:4]([S:19][CH3:20])[N:5]=1, predict the reactants needed to synthesize it. (2) The reactants are: C([O:8][C:9]1[CH:10]=[C:11]([N:15]2[CH:20]=[CH:19][C:18](=[O:21])[C:17]([C:22](O)=O)=[N:16]2)[CH:12]=[CH:13][CH:14]=1)C1C=CC=CC=1.OCCN1C=C(N2C=CC(=O)C(C[C:41]3[CH:42]=[C:43]([NH:47][C:48](=[O:52])[O:49][CH2:50][CH3:51])[CH:44]=[CH:45][CH:46]=3)=N2)C=N1. Given the product [CH2:50]([O:49][C:48](=[O:52])[NH:47][C:43]1[CH:44]=[CH:45][CH:46]=[C:41]([CH2:22][C:17]2[C:18](=[O:21])[CH:19]=[CH:20][N:15]([C:11]3[CH:12]=[CH:13][CH:14]=[C:9]([OH:8])[CH:10]=3)[N:16]=2)[CH:42]=1)[CH3:51], predict the reactants needed to synthesize it. (3) Given the product [CH3:19][O:20][C:21]1[CH:28]=[CH:27][C:24]([CH2:25][N:11]2[C:12]3[C:7](=[CH:6][C:5]([C:3]([OH:50])=[O:4])=[CH:14][CH:13]=3)[NH:8][C:9](=[O:18])[C@@H:10]2[CH:15]([CH3:17])[CH3:16])=[CH:23][CH:22]=1, predict the reactants needed to synthesize it. The reactants are: ON[C:3]([C:5]1[CH:6]=[C:7]2[C:12](=[CH:13][CH:14]=1)[NH:11][C@@H:10]([CH:15]([CH3:17])[CH3:16])[C:9](=[O:18])[NH:8]2)=[O:4].[CH3:19][O:20][C:21]1[CH:28]=[CH:27][C:24]([CH:25]=O)=[CH:23][CH:22]=1.C([Sn](Cl)(Cl)CCCC)CCC.C1([SiH3])C=CC=CC=1.C1C[O:50]CC1.CN(C=O)C.